This data is from Forward reaction prediction with 1.9M reactions from USPTO patents (1976-2016). The task is: Predict the product of the given reaction. Given the reactants I[C:2]1[C:10]2[C:9](=[O:11])[N:8]([CH2:12][C:13]([F:16])([F:15])[F:14])[CH:7]=[N:6][C:5]=2[N:4]([CH3:17])[CH:3]=1.[N:18]1[CH:23]=[CH:22][C:21](B(O)O)=[CH:20][CH:19]=1.C(=O)([O-])[O-].[Na+].[Na+], predict the reaction product. The product is: [CH3:17][N:4]1[C:5]2[N:6]=[CH:7][N:8]([CH2:12][C:13]([F:16])([F:15])[F:14])[C:9](=[O:11])[C:10]=2[C:2]([C:21]2[CH:22]=[CH:23][N:18]=[CH:19][CH:20]=2)=[CH:3]1.